This data is from Full USPTO retrosynthesis dataset with 1.9M reactions from patents (1976-2016). The task is: Predict the reactants needed to synthesize the given product. (1) Given the product [CH3:11][O:9][C:8]([C:5]1[N:6]=[CH:7][C:2]([Br:1])=[CH:3][N:4]=1)=[O:10], predict the reactants needed to synthesize it. The reactants are: [Br:1][C:2]1[CH:3]=[N:4][C:5]([C:8]([OH:10])=[O:9])=[N:6][CH:7]=1.[CH3:11]CN(CC)CC.S(Cl)(Cl)(=O)=O. (2) Given the product [Cl:52][C:53]1[CH:58]=[CH:57][C:56]([S:59]([NH:8][C@H:9]([C:32]([OH:34])=[O:33])[CH2:10][CH2:11][CH2:12][CH2:13][NH:14][C:15]([O:17][CH2:18][CH:19]2[C:20]3[CH:21]=[CH:22][CH:23]=[CH:24][C:25]=3[C:26]3[C:31]2=[CH:30][CH:29]=[CH:28][CH:27]=3)=[O:16])(=[O:61])=[O:60])=[CH:55][CH:54]=1, predict the reactants needed to synthesize it. The reactants are: C(OC([NH:8][C@H:9]([C:32]([OH:34])=[O:33])[CH2:10][CH2:11][CH2:12][CH2:13][NH:14][C:15]([O:17][CH2:18][CH:19]1[C:31]2[CH:30]=[CH:29][CH:28]=[CH:27][C:26]=2[C:25]2[C:20]1=[CH:21][CH:22]=[CH:23][CH:24]=2)=[O:16])=O)(C)(C)C.C(O)(C(F)(F)F)=O.C(Cl)Cl.FC(F)(F)C([O-])=O.[Cl:52][C:53]1[CH:58]=[CH:57][C:56]([S:59](Cl)(=[O:61])=[O:60])=[CH:55][CH:54]=1. (3) Given the product [Br:13][C:10]1[C:4]2=[N:5][CH:6]=[C:7]([C:8]#[N:9])[C:2]([Cl:1])=[C:3]2[S:12][CH:11]=1, predict the reactants needed to synthesize it. The reactants are: [Cl:1][C:2]1[C:7]([C:8]#[N:9])=[CH:6][N:5]=[C:4]2[CH:10]=[CH:11][S:12][C:3]=12.[Br:13]N1C(=O)CCC1=O.C(=O)(O)[O-].[Na+]. (4) Given the product [N:22]1[C:21]2[CH:35]=[C:17]([NH:16][C:14](=[O:15])[C:13]3[CH:36]=[CH:37][CH:38]=[CH:39][C:12]=3[NH:11][C:9](=[O:10])[C:8]3[CH:7]=[CH:6][C:5]([C:1]([CH3:2])([CH3:4])[CH3:3])=[CH:41][CH:40]=3)[CH:18]=[CH:19][C:20]=2[NH:24][CH:23]=1, predict the reactants needed to synthesize it. The reactants are: [C:1]([C:5]1[CH:41]=[CH:40][C:8]([C:9]([NH:11][C:12]2[CH:39]=[CH:38][CH:37]=[CH:36][C:13]=2[C:14]([NH:16][C:17]2[CH:18]=[CH:19][C:20]3[N:24]=[CH:23][N:22](S(C4C=CC(C)=CC=4)(=O)=O)[C:21]=3[CH:35]=2)=[O:15])=[O:10])=[CH:7][CH:6]=1)([CH3:4])([CH3:3])[CH3:2].[N+](C1C=CC=CC=1C(NC1C=CC2N=CN(S(C3C=CC(C)=CC=3)(=O)=O)C=2C=1)=O)([O-])=O.C(C1C=CC(C(Cl)=O)=CC=1)(C)(C)C.O[Li].O. (5) The reactants are: O[Li].O.C[O:5][C:6](=[O:26])[C:7]1[CH:12]=[C:11]([N:13]2[CH:17]=[N:16][N:15]=[N:14]2)[CH:10]=[C:9]([N:18]2[CH:23]=[CH:22][C:21]([CH3:24])=[CH:20][C:19]2=[O:25])[CH:8]=1. Given the product [CH3:24][C:21]1[CH:22]=[CH:23][N:18]([C:9]2[CH:8]=[C:7]([CH:12]=[C:11]([N:13]3[CH:17]=[N:16][N:15]=[N:14]3)[CH:10]=2)[C:6]([OH:26])=[O:5])[C:19](=[O:25])[CH:20]=1, predict the reactants needed to synthesize it. (6) Given the product [CH2:1]([N:8]1[CH2:16][C:15]2[C:10](=[CH:11][CH:12]=[C:13]([C:17]3[CH2:22][C@H:21]([CH3:23])[O:20][C@H:19]([CH3:24])[CH:18]=3)[CH:14]=2)[CH2:9]1)[C:2]1[CH:3]=[CH:4][CH:5]=[CH:6][CH:7]=1, predict the reactants needed to synthesize it. The reactants are: [CH2:1]([N:8]1[CH2:16][C:15]2[C:10](=[CH:11][CH:12]=[C:13]([C:17]3(O)[CH2:22][C@@H:21]([CH3:23])[O:20][C@@H:19]([CH3:24])[CH2:18]3)[CH:14]=2)[CH2:9]1)[C:2]1[CH:7]=[CH:6][CH:5]=[CH:4][CH:3]=1.CS(Cl)(=O)=O.C1CCN2C(=NCCC2)CC1. (7) Given the product [F:8][C:5]1[N:6]=[CH:7][C:2]([C:12]2([CH:15]=[O:16])[CH2:13][CH2:14][O:9][CH2:10][CH2:11]2)=[CH:3][CH:4]=1, predict the reactants needed to synthesize it. The reactants are: Br[C:2]1[CH:3]=[CH:4][C:5]([F:8])=[N:6][CH:7]=1.[O:9]1[CH2:14][CH2:13][CH:12]([CH:15]=[O:16])[CH2:11][CH2:10]1.C(=O)([O-])[O-].[Cs+].[Cs+].O.CC1(C)C2C(=C(P(C3C=CC=CC=3)C3C=CC=CC=3)C=CC=2)OC2C(P(C3C=CC=CC=3)C3C=CC=CC=3)=CC=CC1=2. (8) Given the product [CH3:14][N:13]([CH3:15])[CH2:12][CH2:11][C:5]1[C:4]2[C:8](=[CH:9][CH:10]=[C:2]([C:16]#[N:17])[CH:3]=2)[NH:7][CH:6]=1, predict the reactants needed to synthesize it. The reactants are: Br[C:2]1[CH:3]=[C:4]2[C:8](=[CH:9][CH:10]=1)[NH:7][CH:6]=[C:5]2[CH2:11][CH2:12][N:13]([CH3:15])[CH3:14].[CH3:16][N:17](C)C=O.C(P(C(C)(C)C)C(C)(C)C)(C)(C)C. (9) Given the product [F:18][C:6]1[N:5]([CH:7]([CH3:9])[CH3:8])[N:4]=[CH:3][C:2]=1[I:1], predict the reactants needed to synthesize it. The reactants are: [I:1][C:2]1[CH:3]=[N:4][N:5]([CH:7]([CH3:9])[CH3:8])[CH:6]=1.[Li+].CC([N-]C(C)C)C.[F:18]N(S(C1C=CC=CC=1)(=O)=O)S(C1C=CC=CC=1)(=O)=O.[NH4+].[Cl-]. (10) Given the product [CH3:1][C:2]1[CH:7]=[C:6]([CH3:8])[CH:5]=[CH:4][C:3]=1[C:9]1[O:13][C:12]([NH:14][CH2:23][C:24]2[CH:29]=[CH:28][CH:27]=[CH:26][N:25]=2)=[N:11][N:10]=1, predict the reactants needed to synthesize it. The reactants are: [CH3:1][C:2]1[CH:7]=[C:6]([CH3:8])[CH:5]=[CH:4][C:3]=1[C:9]1[O:13][C:12]([NH2:14])=[N:11][N:10]=1.C([O-])([O-])=O.[K+].[K+].Br.Br[CH2:23][C:24]1[CH:29]=[CH:28][CH:27]=[CH:26][N:25]=1.